The task is: Predict the reactants needed to synthesize the given product.. This data is from Full USPTO retrosynthesis dataset with 1.9M reactions from patents (1976-2016). (1) Given the product [N:1]1[C:2]2[CH:6]=[CH:5][NH:4][C:3]=2[C:11](=[O:13])[NH:20][CH:19]=1, predict the reactants needed to synthesize it. The reactants are: [NH2:1][C:2]1[C:6](C(OC)=O)=[CH:5][NH:4][C:3]=1[C:11]([O:13]C)=O.C(O)(=O)C.[CH:19](N)=[NH:20].C(OCC)(=O)C. (2) Given the product [CH:16]1([N:7]2[C:5](=[O:6])[CH2:4][N:1]=[C:8]2[C:9]2[CH:14]=[CH:13][CH:12]=[CH:11][CH:10]=2)[CH2:21][CH2:20][CH2:19][CH2:18][CH2:17]1, predict the reactants needed to synthesize it. The reactants are: [N:1]([CH2:4][C:5]([N:7]([CH:16]1[CH2:21][CH2:20][CH2:19][CH2:18][CH2:17]1)[C:8](=O)[C:9]1[CH:14]=[CH:13][CH:12]=[CH:11][CH:10]=1)=[O:6])=[N+]=[N-].C1C=CC(P(C2C=CC=CC=2)C2C=CC=CC=2)=CC=1. (3) Given the product [Cl:4][C:5]1[CH:6]=[CH:7][C:8]([C:11]2[CH:16]=[N:15][N:14]3[C:17](=[O:27])[N:18]([CH2:20][C:21]([OH:26])([CH3:1])[CH2:22][O:23][CH2:24][CH3:25])[N:19]=[C:13]3[C:12]=2[C:28]2[CH:29]=[CH:30][C:31]([Cl:34])=[CH:32][CH:33]=2)=[CH:9][CH:10]=1, predict the reactants needed to synthesize it. The reactants are: [CH3:1][Mg+].[Br-].[Cl:4][C:5]1[CH:10]=[CH:9][C:8]([C:11]2[CH:16]=[N:15][N:14]3[C:17](=[O:27])[N:18]([CH2:20][C:21](=[O:26])[CH2:22][O:23][CH2:24][CH3:25])[N:19]=[C:13]3[C:12]=2[C:28]2[CH:33]=[CH:32][C:31]([Cl:34])=[CH:30][CH:29]=2)=[CH:7][CH:6]=1.[NH4+].[Cl-]. (4) The reactants are: Br[C:2]1[CH:10]=[C:9]([O:11][CH3:12])[CH:8]=[C:7]2[C:3]=1[CH:4]=[N:5][N:6]2[CH:13]1[CH2:18][CH2:17][CH2:16][CH2:15][O:14]1.[CH3:19][N:20](C=O)C. Given the product [CH3:12][O:11][C:9]1[CH:10]=[C:2]([C:19]#[N:20])[C:3]2[CH:4]=[N:5][N:6]([CH:13]3[CH2:18][CH2:17][CH2:16][CH2:15][O:14]3)[C:7]=2[CH:8]=1, predict the reactants needed to synthesize it. (5) Given the product [F:16][C:13]1[CH:14]=[CH:15][C:10]([C:4]2([C:17]3[CH:22]=[CH:21][C:20]([F:23])=[CH:19][CH:18]=3)[CH2:3][CH2:1][NH:2][C:5]2=[O:6])=[CH:11][CH:12]=1, predict the reactants needed to synthesize it. The reactants are: [C:1]([CH2:3][C:4]([C:17]1[CH:22]=[CH:21][C:20]([F:23])=[CH:19][CH:18]=1)([C:10]1[CH:15]=[CH:14][C:13]([F:16])=[CH:12][CH:11]=1)[C:5](OCC)=[O:6])#[N:2]. (6) The reactants are: N[C:2]1[S:3][C:4]2[CH:10]=[C:9]([N+:11]([O-:13])=[O:12])[CH:8]=[CH:7][C:5]=2[N:6]=1.N([O-])=O.[Na+].[BrH:18]. Given the product [Br:18][C:2]1[S:3][C:4]2[CH:10]=[C:9]([N+:11]([O-:13])=[O:12])[CH:8]=[CH:7][C:5]=2[N:6]=1, predict the reactants needed to synthesize it.